From a dataset of Catalyst prediction with 721,799 reactions and 888 catalyst types from USPTO. Predict which catalyst facilitates the given reaction. Reactant: [OH:1][N:2]=[C:3]([C:11]1[CH:23]=[CH:22][C:14]([O:15][CH2:16][C:17]([O:19][CH2:20][CH3:21])=[O:18])=[C:13]([CH3:24])[CH:12]=1)[CH2:4][C:5]1[CH:10]=[CH:9][CH:8]=[CH:7][CH:6]=1.C(=O)([O-])[O-].[Cs+].[Cs+].[F:31][C:32]([F:42])([F:41])[C:33]1[CH:40]=[CH:39][C:36]([CH2:37]Br)=[CH:35][CH:34]=1. Product: [CH3:24][C:13]1[CH:12]=[C:11]([C:3](=[N:2][O:1][CH2:37][C:36]2[CH:35]=[CH:34][C:33]([C:32]([F:31])([F:41])[F:42])=[CH:40][CH:39]=2)[CH2:4][C:5]2[CH:6]=[CH:7][CH:8]=[CH:9][CH:10]=2)[CH:23]=[CH:22][C:14]=1[O:15][CH2:16][C:17]([O:19][CH2:20][CH3:21])=[O:18]. The catalyst class is: 3.